Dataset: Full USPTO retrosynthesis dataset with 1.9M reactions from patents (1976-2016). Task: Predict the reactants needed to synthesize the given product. (1) Given the product [Br:14][C:15]1[CH:16]=[C:17]([NH:18][C:12]([NH2:11])=[S:13])[CH:19]=[CH:20][CH:21]=1, predict the reactants needed to synthesize it. The reactants are: C(Cl)(=O)C1C=CC=CC=1.[NH4+].[N:11]#[C:12][S-:13].[Br:14][C:15]1[CH:16]=[C:17]([CH:19]=[CH:20][CH:21]=1)[NH2:18]. (2) The reactants are: [CH3:1][C:2]([Si:5](Cl)([CH3:7])[CH3:6])([CH3:4])[CH3:3].[Br:9][C:10]1[CH:11]=[C:12]([CH:17]=[C:18]([OH:20])[CH:19]=1)[C:13]([O:15][CH3:16])=[O:14].N1C=CN=C1. Given the product [Br:9][C:10]1[CH:11]=[C:12]([CH:17]=[C:18]([O:20][Si:5]([C:2]([CH3:4])([CH3:3])[CH3:1])([CH3:7])[CH3:6])[CH:19]=1)[C:13]([O:15][CH3:16])=[O:14], predict the reactants needed to synthesize it. (3) Given the product [N:7]1[S:8][N:9]=[C:5]2[CH:4]=[C:3]([CH2:2][N:20]3[C:28]4[C:23](=[CH:24][CH:25]=[CH:26][CH:27]=4)[C:22]4([C:40]5[C:31](=[CH:32][C:33]6[O:38][CH2:37][CH2:36][O:35][C:34]=6[CH:39]=5)[O:30][CH2:29]4)[C:21]3=[O:41])[CH:11]=[CH:10][C:6]=12, predict the reactants needed to synthesize it. The reactants are: Br[CH2:2][C:3]1[CH:11]=[CH:10][C:6]2=[N:7][S:8][N:9]=[C:5]2[CH:4]=1.BrCC1CCCCO1.[NH:20]1[C:28]2[C:23](=[CH:24][CH:25]=[CH:26][CH:27]=2)[C:22]2([C:40]3[C:31](=[CH:32][C:33]4[O:38][CH2:37][CH2:36][O:35][C:34]=4[CH:39]=3)[O:30][CH2:29]2)[C:21]1=[O:41]. (4) Given the product [C:25]([CH2:24][NH:23][C@@H:15]1[C:16]2[C:21](=[CH:20][CH:19]=[CH:18][CH:17]=2)[CH2:22][C@H:14]1[NH:13][C:11]([C:6]1[NH:7][C:8]2[C:4]([CH:5]=1)=[CH:3][C:2]([Cl:1])=[CH:10][CH:9]=2)=[O:12])([OH:27])=[O:26], predict the reactants needed to synthesize it. The reactants are: [Cl:1][C:2]1[CH:3]=[C:4]2[C:8](=[CH:9][CH:10]=1)[NH:7][C:6]([C:11]([NH:13][C@@H:14]1[CH2:22][C:21]3[C:16](=[CH:17][CH:18]=[CH:19][CH:20]=3)[C@H:15]1[NH:23][CH2:24][C:25]([O:27]C(C)(C)C)=[O:26])=[O:12])=[CH:5]2.C(O)(C(F)(F)F)=O. (5) Given the product [ClH:32].[ClH:32].[NH:1]1[CH2:6][CH2:5][C:4]2([O:7][C:8]3[CH:18]=[CH:17][CH:16]=[CH:15][C:9]=3[N:10]3[CH:14]=[CH:13][N:12]=[C:11]23)[CH2:3][CH2:2]1, predict the reactants needed to synthesize it. The reactants are: [N:1]1(C(OC(C)(C)C)=O)[CH2:6][CH2:5][C:4]2([C:11]3=[N:12][CH:13]=[CH:14][N:10]3[C:9]3[CH:15]=[CH:16][CH:17]=[CH:18][C:8]=3[O:7]2)[CH2:3][CH2:2]1.O1CCOCC1.[ClH:32].